From a dataset of CYP3A4 inhibition data for predicting drug metabolism from PubChem BioAssay. Regression/Classification. Given a drug SMILES string, predict its absorption, distribution, metabolism, or excretion properties. Task type varies by dataset: regression for continuous measurements (e.g., permeability, clearance, half-life) or binary classification for categorical outcomes (e.g., BBB penetration, CYP inhibition). Dataset: cyp3a4_veith. (1) The compound is COC(=O)N1CCC2(CCN(Cc3cc(C(F)(F)F)cc(C(F)(F)F)c3)CC2)CC1. The result is 0 (non-inhibitor). (2) The molecule is CN(C)c1nc2c(c(=O)[nH]c(=O)n2C)n1Cc1ccccc1Br. The result is 0 (non-inhibitor). (3) The drug is COC(=O)[C@H]1C(=O)c2ccccc2O[C@@](C(=O)OC)(c2ccccc2)[C@@H]1c1ccccc1. The result is 1 (inhibitor). (4) The compound is O=C(CSc1nc2ccccc2s1)NNC(=S)Nc1ccc(Br)cc1. The result is 1 (inhibitor). (5) The molecule is O=C(CSc1ccc(Cl)cc1)Nc1cccc(-c2nc3ncccc3o2)c1. The result is 1 (inhibitor). (6) The drug is COC(=O)[C@@]1(Cc2ccc(F)cc2)[C@H]2c3cc(C(=O)N4CCCC4)n(Cc4c(CO)[nH]cc(C)c4=O)c3C[C@H]2CN1C(=O)c1ccccc1. The result is 1 (inhibitor).